This data is from Full USPTO retrosynthesis dataset with 1.9M reactions from patents (1976-2016). The task is: Predict the reactants needed to synthesize the given product. (1) Given the product [O:34]1[C:6]2([CH2:5][CH2:10][CH2:9][CH:8]([C:11]3[CH:16]=[C:15]([NH2:17])[N:14]4[N:18]=[CH:19][CH:20]=[C:13]4[N:12]=3)[CH2:7]2)[O:37][CH2:36][CH2:35]1, predict the reactants needed to synthesize it. The reactants are: O1[C:5]2([CH2:10][CH2:9][CH:8]([C:11]3[CH:16]=[C:15]([NH2:17])[N:14]4[N:18]=[CH:19][CH:20]=[C:13]4[N:12]=3)[CH2:7][CH2:6]2)OCC1.ClC1N2N=CC=C2N=C(C2CCCC3([O:37][CH2:36][CH2:35][O:34]3)C2)C=1.ClC1N2N=CC=C2N=C(C2CCC3(OCCO3)CC2)C=1. (2) Given the product [CH3:30][O:29][C:25]1[CH:24]=[C:23]([S:22][C:20]2[CH:19]=[CH:18][N:17]=[C:16]([NH:14][C:11]3[S:12][CH:13]=[C:9]([CH3:8])[N:10]=3)[CH:21]=2)[CH:28]=[CH:27][CH:26]=1, predict the reactants needed to synthesize it. The reactants are: N1C=CC=CC=1N.[CH3:8][C:9]1[N:10]=[C:11]([NH2:14])[S:12][CH:13]=1.Cl[C:16]1[CH:21]=[C:20]([S:22][C:23]2[CH:28]=[CH:27][CH:26]=[C:25]([O:29][CH3:30])[CH:24]=2)[CH:19]=[CH:18][N:17]=1.P([O-])([O-])([O-])=O.[K+].[K+].[K+]. (3) Given the product [NH2:1][C:2]1[N:6]([C:7]2[CH:12]=[CH:11][C:10]([F:13])=[CH:9][CH:8]=2)[N:5]=[CH:4][C:3]=1[C:14](=[O:26])[C:15]1[CH:20]=[CH:19][CH:18]=[C:17]([O:21][CH2:22][C:23]([NH:30][CH3:29])=[O:25])[CH:16]=1, predict the reactants needed to synthesize it. The reactants are: [NH2:1][C:2]1[N:6]([C:7]2[CH:12]=[CH:11][C:10]([F:13])=[CH:9][CH:8]=2)[N:5]=[CH:4][C:3]=1[C:14](=[O:26])[C:15]1[CH:20]=[CH:19][CH:18]=[C:17]([O:21][CH2:22][C:23]([OH:25])=O)[CH:16]=1.C(C1NC=CN=1)([C:29]1[NH:30]C=CN=1)=O.CN. (4) The reactants are: [CH3:1][O:2][C:3]1[C:4]([N+:26]([O-])=O)=[C:5]([N:13]2[CH:17]=[C:16]([CH3:18])[N:15]=[C:14]2[C:19]2[CH:24]=[CH:23][N:22]=[CH:21][C:20]=2[CH3:25])[CH:6]=[C:7]([C:9]([F:12])([F:11])[F:10])[CH:8]=1.[OH-].[Na+]. Given the product [CH3:1][O:2][C:3]1[CH:8]=[C:7]([C:9]([F:11])([F:12])[F:10])[CH:6]=[C:5]([N:13]2[CH:17]=[C:16]([CH3:18])[N:15]=[C:14]2[C:19]2[CH:24]=[CH:23][N:22]=[CH:21][C:20]=2[CH3:25])[C:4]=1[NH2:26], predict the reactants needed to synthesize it. (5) Given the product [F:26][C:23]1[CH:24]=[CH:25][C:20]([CH2:19][CH2:18][C@H:10]2[CH2:9][C@@H:8]([C:6]3[O:7][NH:30][C:4](=[O:3])[CH:5]=3)[CH2:13][CH2:12][N:11]2[C:14]([O:16][CH3:17])=[O:15])=[CH:21][CH:22]=1, predict the reactants needed to synthesize it. The reactants are: C([O:3][C:4](=O)[CH2:5][C:6]([C@H:8]1[CH2:13][CH2:12][N:11]([C:14]([O:16][CH3:17])=[O:15])[C@@H:10]([CH2:18][CH2:19][C:20]2[CH:25]=[CH:24][C:23]([F:26])=[CH:22][CH:21]=2)[CH2:9]1)=[O:7])C.[OH-].[Na+].[NH2:30]O.Cl. (6) The reactants are: [F:1][C:2]1[CH:3]=[C:4]([C:14]2[CH:19]=[CH:18][C:17]([C@H:20]3[O:24]C(C)(C)[N:22]([C:27](OC(C)(C)C)=[O:28])[C@@H:21]3[CH2:34][F:35])=[CH:16][CH:15]=2)[CH:5]=[N:6][C:7]=1[CH2:8][NH:9][S:10]([CH3:13])(=[O:12])=[O:11].FC(F)(F)C(O)=O.C(N(C(C)C)CC)(C)C.[Cl:52][CH:53]([Cl:58])C(OC)=O. Given the product [Cl:52][CH:53]([Cl:58])[C:27]([NH:22][C@H:21]([CH2:34][F:35])[C@@H:20]([C:17]1[CH:18]=[CH:19][C:14]([C:4]2[CH:5]=[N:6][C:7]([CH2:8][NH:9][S:10]([CH3:13])(=[O:12])=[O:11])=[C:2]([F:1])[CH:3]=2)=[CH:15][CH:16]=1)[OH:24])=[O:28], predict the reactants needed to synthesize it.